This data is from NCI-60 drug combinations with 297,098 pairs across 59 cell lines. The task is: Regression. Given two drug SMILES strings and cell line genomic features, predict the synergy score measuring deviation from expected non-interaction effect. (1) Synergy scores: CSS=10.8, Synergy_ZIP=-4.17, Synergy_Bliss=-9.92, Synergy_Loewe=-28.8, Synergy_HSA=-10.9. Drug 2: COC1=C2C(=CC3=C1OC=C3)C=CC(=O)O2. Cell line: CAKI-1. Drug 1: CC1=C2C(C(=O)C3(C(CC4C(C3C(C(C2(C)C)(CC1OC(=O)C(C(C5=CC=CC=C5)NC(=O)OC(C)(C)C)O)O)OC(=O)C6=CC=CC=C6)(CO4)OC(=O)C)O)C)O. (2) Synergy scores: CSS=-0.534, Synergy_ZIP=4.39, Synergy_Bliss=6.00, Synergy_Loewe=4.57, Synergy_HSA=1.07. Drug 1: CC1=C(C(=CC=C1)Cl)NC(=O)C2=CN=C(S2)NC3=CC(=NC(=N3)C)N4CCN(CC4)CCO. Drug 2: CS(=O)(=O)OCCCCOS(=O)(=O)C. Cell line: MDA-MB-435. (3) Drug 1: CC(C)(C#N)C1=CC(=CC(=C1)CN2C=NC=N2)C(C)(C)C#N. Drug 2: CC=C1C(=O)NC(C(=O)OC2CC(=O)NC(C(=O)NC(CSSCCC=C2)C(=O)N1)C(C)C)C(C)C. Cell line: SF-268. Synergy scores: CSS=51.9, Synergy_ZIP=2.88, Synergy_Bliss=-2.40, Synergy_Loewe=-55.8, Synergy_HSA=-11.2. (4) Drug 1: CN(CC1=CN=C2C(=N1)C(=NC(=N2)N)N)C3=CC=C(C=C3)C(=O)NC(CCC(=O)O)C(=O)O. Drug 2: C1=NC2=C(N1)C(=S)N=CN2. Cell line: PC-3. Synergy scores: CSS=50.2, Synergy_ZIP=-0.680, Synergy_Bliss=-1.41, Synergy_Loewe=-1.39, Synergy_HSA=-0.419. (5) Drug 1: C1=CC=C(C=C1)NC(=O)CCCCCCC(=O)NO. Drug 2: CC1=C(C(=CC=C1)Cl)NC(=O)C2=CN=C(S2)NC3=CC(=NC(=N3)C)N4CCN(CC4)CCO. Cell line: UACC62. Synergy scores: CSS=42.8, Synergy_ZIP=0.465, Synergy_Bliss=4.61, Synergy_Loewe=-0.277, Synergy_HSA=5.10.